From a dataset of Catalyst prediction with 721,799 reactions and 888 catalyst types from USPTO. Predict which catalyst facilitates the given reaction. Reactant: [O:1]=[C:2]1[C:11]([CH:12]2[CH2:17][CH2:16][N:15]([C:18]([O:20][C@H:21]([CH2:26][C:27]3[CH:35]=[C:34]([CH3:36])[C:33]4[C:29](=[CH:30][N:31](COC)[N:32]=4)[CH:28]=3)[C:22]([O:24][CH3:25])=[O:23])=[O:19])[CH2:14][CH2:13]2)=[CH:10][C:9]2[C:4](=[CH:5][CH:6]=[CH:7][CH:8]=2)[NH:3]1.C(Cl)(=O)C. Product: [O:1]=[C:2]1[C:11]([CH:12]2[CH2:13][CH2:14][N:15]([C:18]([O:20][C@H:21]([CH2:26][C:27]3[CH:28]=[C:29]4[C:33](=[C:34]([CH3:36])[CH:35]=3)[NH:32][N:31]=[CH:30]4)[C:22]([O:24][CH3:25])=[O:23])=[O:19])[CH2:16][CH2:17]2)=[CH:10][C:9]2[C:4](=[CH:5][CH:6]=[CH:7][CH:8]=2)[NH:3]1. The catalyst class is: 5.